From a dataset of Reaction yield outcomes from USPTO patents with 853,638 reactions. Predict the reaction yield, written as a fraction of the theoretical maximum amount of product (1.0 means a 100% yield; for example, 0.34 means a 34% yield). (1) The reactants are CN(C=O)C.C(Cl)(=O)C(Cl)=O.[F:12][CH:13]([F:25])[CH:14]([C:16]1[N:17]([CH3:24])[CH:18]=[CH:19][C:20](=[O:23])[C:21]=1[OH:22])O. The catalyst is C(#N)C. The product is [F:25][CH:13]([F:12])[CH2:14][C:16]1[N:17]([CH3:24])[CH:18]=[CH:19][C:20](=[O:23])[C:21]=1[OH:22]. The yield is 0.240. (2) The reactants are Cl.[NH2:2][CH2:3][C:4]1([C:17]([O:19][CH2:20][CH3:21])=[O:18])[CH2:9][CH2:8][N:7](C(OC(C)(C)C)=O)[CH2:6][CH2:5]1. The catalyst is O1CCOCC1. The product is [NH2:2][CH2:3][C:4]1([C:17]([O:19][CH2:20][CH3:21])=[O:18])[CH2:9][CH2:8][NH:7][CH2:6][CH2:5]1. The yield is 0.676. (3) The reactants are [F:1][C:2]([F:13])([F:12])[C:3]1[CH:4]=[C:5]([C:9](=O)[CH3:10])[CH:6]=[CH:7][CH:8]=1.[NH2:14][C:15]([NH2:17])=[S:16]. No catalyst specified. The product is [NH2:17][C:15]1[S:16][CH:10]=[C:9]([C:5]2[CH:6]=[CH:7][CH:8]=[C:3]([C:2]([F:13])([F:12])[F:1])[CH:4]=2)[N:14]=1. The yield is 0.941. (4) The reactants are C([O:8][C:9]1[CH:14]=[CH:13][C:12]2[C:15]3([CH2:30][O:31][C:11]=2[CH:10]=1)[C:23]1[C:18](=[CH:19][CH:20]=[CH:21][CH:22]=1)[N:17]([CH2:24][CH2:25][CH:26]([CH3:28])[CH3:27])[C:16]3=[O:29])C1C=CC=CC=1. The catalyst is [Pd].CO. The product is [OH:8][C:9]1[CH:14]=[CH:13][C:12]2[C:15]3([CH2:30][O:31][C:11]=2[CH:10]=1)[C:23]1[C:18](=[CH:19][CH:20]=[CH:21][CH:22]=1)[N:17]([CH2:24][CH2:25][CH:26]([CH3:28])[CH3:27])[C:16]3=[O:29]. The yield is 0.850. (5) The reactants are [CH2:1]([C:7]1[CH:8]=[C:9]([CH:12]=O)[S:10][CH:11]=1)[CH2:2][CH2:3][CH2:4][CH2:5][CH3:6].Cl.[NH2:15]O. The catalyst is N1C=CC=CC=1.C(O)C. The product is [CH2:1]([C:7]1[CH:8]=[C:9]([C:12]#[N:15])[S:10][CH:11]=1)[CH2:2][CH2:3][CH2:4][CH2:5][CH3:6]. The yield is 0.845.